Dataset: Peptide-MHC class II binding affinity with 134,281 pairs from IEDB. Task: Regression. Given a peptide amino acid sequence and an MHC pseudo amino acid sequence, predict their binding affinity value. This is MHC class II binding data. (1) The peptide sequence is FERLAITKGKVDPTD. The MHC is DRB1_1101 with pseudo-sequence DRB1_1101. The binding affinity (normalized) is 0.526. (2) The peptide sequence is NIVNMLHGVRDGLVR. The MHC is HLA-DQA10101-DQB10501 with pseudo-sequence HLA-DQA10101-DQB10501. The binding affinity (normalized) is 0.581. (3) The peptide sequence is VYMDAVFEYTIDCDG. The MHC is HLA-DQA10201-DQB10301 with pseudo-sequence HLA-DQA10201-DQB10301. The binding affinity (normalized) is 0. (4) The peptide sequence is MVGTILEMLGHRLDD. The MHC is HLA-DQA10401-DQB10402 with pseudo-sequence HLA-DQA10401-DQB10402. The binding affinity (normalized) is 0.200. (5) The peptide sequence is AAAGLAAAAPLESRQ. The MHC is DRB1_0802 with pseudo-sequence DRB1_0802. The binding affinity (normalized) is 0.747. (6) The peptide sequence is INLIIHYVDRPGALG. The MHC is DRB1_1001 with pseudo-sequence DRB1_1001. The binding affinity (normalized) is 0.463. (7) The MHC is HLA-DPA10301-DPB10402 with pseudo-sequence HLA-DPA10301-DPB10402. The binding affinity (normalized) is 0.628. The peptide sequence is FAVVDLNKMRAVWVDGKART. (8) The peptide sequence is GELQIVDKIDAAFKM. The MHC is DRB5_0101 with pseudo-sequence DRB5_0101. The binding affinity (normalized) is 0.519. (9) The peptide sequence is LQFAKLTGFTLMGKG. The MHC is DRB3_0202 with pseudo-sequence DRB3_0202. The binding affinity (normalized) is 0.175.